From a dataset of Catalyst prediction with 721,799 reactions and 888 catalyst types from USPTO. Predict which catalyst facilitates the given reaction. (1) Reactant: [CH2:1]([O:3][C:4](=[O:22])/[CH:5]=[CH:6]/[C:7]1[CH:12]=[CH:11][CH:10]=[CH:9][C:8]=1[N:13]1[CH2:17][CH2:16][N:15](C([O-])=O)[C:14]1=[O:21])[CH3:2].[ClH:23].O1CCOCC1. Product: [ClH:23].[O:21]=[C:14]1[NH:15][CH2:16][CH2:17][N:13]1[C:8]1[CH:9]=[CH:10][CH:11]=[CH:12][C:7]=1/[CH:6]=[CH:5]/[C:4]([O:3][CH2:1][CH3:2])=[O:22]. The catalyst class is: 25. (2) Reactant: [Cl:1][C:2]1[CH:3]=[C:4]([NH:9][C:10]2[C:19]3[C:14](=[CH:15][C:16]([O:32][C@H:33]4[CH2:37][CH2:36][O:35][CH2:34]4)=[C:17]([NH:20][C:21]([CH2:23]P(=O)(OCC)OCC)=[O:22])[CH:18]=3)[N:13]=[CH:12][N:11]=2)[CH:5]=[CH:6][C:7]=1[F:8].[Cl-].[Li+].[OH-].[K+].[CH3:42][N:43]([CH2:45][CH:46]=O)[CH3:44].S([O-])(O)=O. Product: [Cl:1][C:2]1[CH:3]=[C:4]([NH:9][C:10]2[C:19]3[C:14](=[CH:15][C:16]([O:32][C@H:33]4[CH2:37][CH2:36][O:35][CH2:34]4)=[C:17]([NH:20][C:21](=[O:22])/[CH:23]=[CH:46]/[CH2:45][N:43]([CH3:44])[CH3:42])[CH:18]=3)[N:13]=[CH:12][N:11]=2)[CH:5]=[CH:6][C:7]=1[F:8]. The catalyst class is: 40.